Task: Regression. Given two drug SMILES strings and cell line genomic features, predict the synergy score measuring deviation from expected non-interaction effect.. Dataset: NCI-60 drug combinations with 297,098 pairs across 59 cell lines Drug 1: CCC(=C(C1=CC=CC=C1)C2=CC=C(C=C2)OCCN(C)C)C3=CC=CC=C3.C(C(=O)O)C(CC(=O)O)(C(=O)O)O. Drug 2: C1C(C(OC1N2C=NC3=C2NC=NCC3O)CO)O. Cell line: MDA-MB-231. Synergy scores: CSS=-0.279, Synergy_ZIP=0.584, Synergy_Bliss=-1.22, Synergy_Loewe=-4.11, Synergy_HSA=-3.01.